This data is from Reaction yield outcomes from USPTO patents with 853,638 reactions. The task is: Predict the reaction yield, written as a fraction of the theoretical maximum amount of product (1.0 means a 100% yield; for example, 0.34 means a 34% yield). (1) The reactants are [H-].[H-].[H-].[H-].[Li+].[Al+3].[CH3:7][O:8][CH:9]([CH2:15][C:16](OC)=[O:17])[CH2:10][C:11](OC)=[O:12].[OH-].[Na+]. The catalyst is C1COCC1. The product is [CH3:7][O:8][CH:9]([CH2:15][CH2:16][OH:17])[CH2:10][CH2:11][OH:12]. The yield is 0.380. (2) The reactants are [NH2:1][C:2]1[C:7]([C:8]#[N:9])=[C:6]([NH:10][C@H:11]([C:13]2[N:17]([CH3:18])[C:16]3[C:19](Br)=[C:20]([F:23])[CH:21]=[CH:22][C:15]=3[N:14]=2)[CH3:12])[N:5]=[CH:4][N:3]=1.CC1(C)C(C)(C)OB([C:33]2[CH:34]=[N:35][NH:36][CH:37]=2)O1.C(=O)([O-])[O-].[Cs+].[Cs+]. The catalyst is O1CCOCC1.O.C1C=CC([P]([Pd]([P](C2C=CC=CC=2)(C2C=CC=CC=2)C2C=CC=CC=2)([P](C2C=CC=CC=2)(C2C=CC=CC=2)C2C=CC=CC=2)[P](C2C=CC=CC=2)(C2C=CC=CC=2)C2C=CC=CC=2)(C2C=CC=CC=2)C2C=CC=CC=2)=CC=1. The product is [NH2:1][C:2]1[C:7]([C:8]#[N:9])=[C:6]([NH:10][C@H:11]([C:13]2[N:17]([CH3:18])[C:16]3[C:19]([C:33]4[CH:34]=[N:35][NH:36][CH:37]=4)=[C:20]([F:23])[CH:21]=[CH:22][C:15]=3[N:14]=2)[CH3:12])[N:5]=[CH:4][N:3]=1. The yield is 0.200. (3) The reactants are [N:1]1[C:10]2[C:5](=[CH:6][C:7]([CH2:11][C:12]3[N:16]4[N:17]=[C:18]([C:21](=O)[CH3:22])[CH:19]=[CH:20][C:15]4=[N:14][N:13]=3)=[CH:8][CH:9]=2)[CH:4]=[CH:3][CH:2]=1.[NH2:24][N:25]1[CH2:29][C:28](=[O:30])[NH:27][C:26]1=[O:31]. No catalyst specified. The product is [N:1]1[C:10]2[C:5](=[CH:6][C:7]([CH2:11][C:12]3[N:16]4[N:17]=[C:18](/[C:21](=[N:24]/[N:25]5[CH2:29][C:28](=[O:30])[NH:27][C:26]5=[O:31])/[CH3:22])[CH:19]=[CH:20][C:15]4=[N:14][N:13]=3)=[CH:8][CH:9]=2)[CH:4]=[CH:3][CH:2]=1. The yield is 0.510. (4) The reactants are Cl.[CH3:2][C:3]1[CH:12]=[C:11]([CH2:13][O:14][C:15]2[CH:20]=[CH:19][C:18]([S:21]([NH:24][C@H:25]3[CH2:29][NH:28][CH2:27][C@H:26]3[C:30]([O:32][C:33]([CH3:36])([CH3:35])[CH3:34])=[O:31])(=[O:23])=[O:22])=[CH:17][CH:16]=2)[C:10]2[C:5](=[CH:6][CH:7]=[CH:8][CH:9]=2)[N:4]=1.[CH3:37][S:38](Cl)(=[O:40])=[O:39]. The catalyst is CN(C)C=O.CCN(C(C)C)C(C)C. The product is [CH3:2][C:3]1[CH:12]=[C:11]([CH2:13][O:14][C:15]2[CH:20]=[CH:19][C:18]([S:21]([NH:24][C@H:25]3[CH2:29][N:28]([S:38]([CH3:37])(=[O:40])=[O:39])[CH2:27][C@H:26]3[C:30]([O:32][C:33]([CH3:36])([CH3:35])[CH3:34])=[O:31])(=[O:23])=[O:22])=[CH:17][CH:16]=2)[C:10]2[C:5](=[CH:6][CH:7]=[CH:8][CH:9]=2)[N:4]=1. The yield is 0.580. (5) The reactants are C([O:3][C:4]([C:6]1[CH:19]=[C:18]2[C:9]([O:10][CH2:11][CH2:12][N:13]3[C:17]2=[N:16][C:15]([C:20]2[N:24]([CH:25]([CH3:27])[CH3:26])[N:23]=[C:22]([CH3:28])[N:21]=2)=[CH:14]3)=[CH:8][C:7]=1[CH3:29])=[CH2:5])C.CC1C=CC(S(O)(=O)=O)=CC=1. The catalyst is CC(C)=O. The product is [CH3:29][C:7]1[CH:8]=[C:9]2[C:18](=[CH:19][C:6]=1[C:4](=[O:3])[CH3:5])[C:17]1[N:13]([CH:14]=[C:15]([C:20]3[N:24]([CH:25]([CH3:26])[CH3:27])[N:23]=[C:22]([CH3:28])[N:21]=3)[N:16]=1)[CH2:12][CH2:11][O:10]2. The yield is 1.00. (6) The reactants are [CH2:1]([O:8][C:9]([N:11]1[CH2:15][CH:14]=[CH:13][CH2:12]1)=[O:10])[C:2]1[CH:7]=[CH:6][CH:5]=[CH:4][CH:3]=1.C1C=C(Cl)C=C(C(OO)=[O:24])C=1. The catalyst is C(Cl)(Cl)Cl.C(Cl)Cl. The product is [CH2:1]([O:8][C:9]([N:11]1[CH2:15][CH:14]2[CH:13]([O:24]2)[CH2:12]1)=[O:10])[C:2]1[CH:3]=[CH:4][CH:5]=[CH:6][CH:7]=1. The yield is 0.860. (7) The reactants are [Cl:1][C:2]1[CH:3]=[C:4]([C:8]2[C:17]3[C:12](=[CH:13][CH:14]=[C:15]([C:18]([C:26]4[CH:31]=[CH:30][C:29]([Cl:32])=[CH:28][CH:27]=4)([C:20]4[N:24]([CH3:25])[CH:23]=[N:22][CH:21]=4)O)[CH:16]=3)[N:11]3[N:33]=[N:34][N:35]=[C:10]3[N:9]=2)[CH:5]=[CH:6][CH:7]=1.S(=[N:39]C(N)=O)(=O)=O. No catalyst specified. The product is [Cl:1][C:2]1[CH:3]=[C:4]([C:8]2[C:17]3[C:12](=[CH:13][CH:14]=[C:15]([C:18]([C:26]4[CH:31]=[CH:30][C:29]([Cl:32])=[CH:28][CH:27]=4)([C:20]4[N:24]([CH3:25])[CH:23]=[N:22][CH:21]=4)[NH2:39])[CH:16]=3)[N:11]3[N:33]=[N:34][N:35]=[C:10]3[N:9]=2)[CH:5]=[CH:6][CH:7]=1. The yield is 0.260. (8) The reactants are C(N(C(C)C)CC)(C)C.[NH2:10][C:11]1[CH:19]=[C:18]([O:20][CH3:21])[C:17]([O:22][CH3:23])=[CH:16][C:12]=1[C:13]([OH:15])=[O:14].[C:24]1([C:34](Cl)=O)[C:33]2[C:28](=[CH:29][CH:30]=[CH:31][CH:32]=2)[CH:27]=[CH:26][CH:25]=1.CN(C(ON1N=NC2C=CC=NC1=2)=[N+](C)C)C.F[P-](F)(F)(F)(F)F. No catalyst specified. The product is [CH3:23][O:22][C:17]1[C:18]([O:20][CH3:21])=[CH:19][C:11]2[N:10]=[C:34]([C:24]3[C:33]4[C:28](=[CH:29][CH:30]=[CH:31][CH:32]=4)[CH:27]=[CH:26][CH:25]=3)[O:14][C:13](=[O:15])[C:12]=2[CH:16]=1. The yield is 0.770. (9) The catalyst is C(Cl)Cl.[Os](=O)(=O)(=O)=O.O.CC(C)=O. The reactants are C([Zn]CC)C.CCCCCC.[C:12]([OH:18])([C:14](F)(F)F)=[O:13].C(I)I.COC([CH:26]1[CH2:30][C:29](=[CH2:31])[CH2:28][N:27]1[C:32]([O:34][CH2:35][C:36]1[CH:41]=[CH:40][CH:39]=[CH:38][CH:37]=1)=[O:33])=O.C[N+]1([O-])CCOCC1. The product is [CH2:35]([O:34][C:32]([N:27]1[CH:14]([C:12]([OH:18])=[O:13])[CH2:31][C:29]2([CH2:30][CH2:26]2)[CH2:28]1)=[O:33])[C:36]1[CH:37]=[CH:38][CH:39]=[CH:40][CH:41]=1. The yield is 0.650. (10) The reactants are [N:1]([O-])=O.[Na+].[Cl:5][C:6]1[CH:12]=[CH:11][C:9]([NH2:10])=[CH:8][C:7]=1[F:13].Cl.C([O-])(=O)C.[K+].[CH3:20][CH:21](C(C)=O)[C:22]([O:24][CH2:25][CH3:26])=[O:23]. The catalyst is O.CO.C(O)C. The product is [Cl:5][C:6]1[CH:12]=[CH:11][C:9]([NH:10][N:1]=[C:21]([CH3:20])[C:22]([O:24][CH2:25][CH3:26])=[O:23])=[CH:8][C:7]=1[F:13]. The yield is 0.300.